Dataset: Full USPTO retrosynthesis dataset with 1.9M reactions from patents (1976-2016). Task: Predict the reactants needed to synthesize the given product. (1) Given the product [N:20]1([C:26]2[CH:27]=[CH:28][C:29]([NH:32][C:33]([N:7]3[CH2:6][CH2:5][C:4]4[C:9](=[C:10]([N:13]5[CH2:14][CH2:15][N:16]([CH3:19])[CH2:17][CH2:18]5)[CH:11]=[CH:12][C:3]=4[O:2][CH3:1])[CH2:8]3)=[O:34])=[CH:30][CH:31]=2)[CH2:25][CH2:24][CH2:23][CH2:22][CH2:21]1, predict the reactants needed to synthesize it. The reactants are: [CH3:1][O:2][C:3]1[CH:12]=[CH:11][C:10]([N:13]2[CH2:18][CH2:17][N:16]([CH3:19])[CH2:15][CH2:14]2)=[C:9]2[C:4]=1[CH2:5][CH2:6][NH:7][CH2:8]2.[N:20]1([C:26]2[CH:31]=[CH:30][C:29]([NH2:32])=[CH:28][CH:27]=2)[CH2:25][CH2:24][CH2:23][CH2:22][CH2:21]1.[C:33](N1C=CN=C1)(N1C=CN=C1)=[O:34]. (2) Given the product [CH3:1][O:2][C:3]([C:5]1([NH:15][C:16]([O:18][C:19]([CH3:22])([CH3:21])[CH3:20])=[O:17])[CH2:7][CH:6]1[CH2:8][CH2:9][C:23]#[N:24])=[O:4], predict the reactants needed to synthesize it. The reactants are: [CH3:1][O:2][C:3]([C:5]1([NH:15][C:16]([O:18][C:19]([CH3:22])([CH3:21])[CH3:20])=[O:17])[CH2:7][CH:6]1[CH2:8][CH2:9]OS(C)(=O)=O)=[O:4].[C-:23]#[N:24].[Na+].[Na+].[I-]. (3) The reactants are: [N:1]1[CH:6]=[CH:5][CH:4]=[C:3]([C:7]2[CH2:8][CH2:9][N:10]([C:13]([O:15][C:16]([CH3:19])([CH3:18])[CH3:17])=[O:14])[CH2:11][CH:12]=2)[CH:2]=1. Given the product [N:1]1[CH:6]=[CH:5][CH:4]=[C:3]([CH:7]2[CH2:8][CH2:9][N:10]([C:13]([O:15][C:16]([CH3:19])([CH3:18])[CH3:17])=[O:14])[CH2:11][CH2:12]2)[CH:2]=1, predict the reactants needed to synthesize it. (4) Given the product [CH2:1]([O:8][CH2:9][CH2:10][O:11][C:25]1[CH:24]=[C:23]2[C:28]([C:29](=[O:31])[NH:30][C:21]([C:19]3[CH:18]=[C:17]([CH3:35])[N:16]=[C:15]([CH3:14])[CH:20]=3)=[N:22]2)=[C:27]([O:32][CH3:33])[CH:26]=1)[C:2]1[CH:7]=[CH:6][CH:5]=[CH:4][CH:3]=1, predict the reactants needed to synthesize it. The reactants are: [CH2:1]([O:8][CH2:9][CH2:10][OH:11])[C:2]1[CH:7]=[CH:6][CH:5]=[CH:4][CH:3]=1.[H-].[Na+].[CH3:14][C:15]1[CH:20]=[C:19]([C:21]2[NH:30][C:29](=[O:31])[C:28]3[C:23](=[CH:24][C:25](F)=[CH:26][C:27]=3[O:32][CH3:33])[N:22]=2)[CH:18]=[C:17]([CH3:35])[N:16]=1.O. (5) The reactants are: [CH2:1]([N:4]([C@@H:17]([C:26]1[CH:31]=[CH:30][CH:29]=[CH:28][CH:27]=1)[C:18]([N:20]1[CH2:24][CH2:23][C@H:22]([OH:25])[CH2:21]1)=[O:19])[S:5]([C:8]1[CH:13]=[CH:12][CH:11]=[CH:10][C:9]=1[N+:14]([O-:16])=[O:15])(=[O:7])=[O:6])[CH:2]=[CH2:3].N1C=CN=C1.[Si:37](Cl)([C:40]([CH3:43])([CH3:42])[CH3:41])([CH3:39])[CH3:38].O. Given the product [CH2:1]([N:4]([C@@H:17]([C:26]1[CH:31]=[CH:30][CH:29]=[CH:28][CH:27]=1)[C:18]([N:20]1[CH2:24][CH2:23][C@H:22]([O:25][Si:37]([C:40]([CH3:43])([CH3:42])[CH3:41])([CH3:39])[CH3:38])[CH2:21]1)=[O:19])[S:5]([C:8]1[CH:13]=[CH:12][CH:11]=[CH:10][C:9]=1[N+:14]([O-:16])=[O:15])(=[O:6])=[O:7])[CH:2]=[CH2:3], predict the reactants needed to synthesize it. (6) Given the product [C:1]([C:3]1[CH:4]=[C:5]([S:9]([N:26]=[C:25]([N:27]2[N:31]=[CH:30][C:29]3([CH2:35][CH2:34][CH2:33][CH2:32]3)[CH2:28]2)[NH:24][CH2:22][CH3:23])(=[O:11])=[O:10])[CH:6]=[CH:7][CH:8]=1)#[N:2], predict the reactants needed to synthesize it. The reactants are: [C:1]([C:3]1[CH:4]=[C:5]([S:9](Cl)(=[O:11])=[O:10])[CH:6]=[CH:7][CH:8]=1)#[N:2].CCN(C(C)C)C(C)C.[CH2:22]([NH:24][C:25]([N:27]1[N:31]=[CH:30][C:29]2([CH2:35][CH2:34][CH2:33][CH2:32]2)[CH2:28]1)=[NH:26])[CH3:23].